Task: Predict the product of the given reaction.. Dataset: Forward reaction prediction with 1.9M reactions from USPTO patents (1976-2016) (1) The product is: [C:43]([CH2:42][NH:41][C:40]([C:9]1[CH:10]=[C:11]([C:12]2[CH:21]=[CH:20][C:19]3[C:14](=[CH:15][CH:16]=[C:17]([C:22]4[N:26]([CH:27]5[CH2:28][CH2:29][CH2:30][CH2:31][CH2:32]5)[C:25]5[CH:33]=[CH:34][C:35]([C:37]([OH:39])=[O:38])=[CH:36][C:24]=5[N:23]=4)[CH:18]=3)[N:13]=2)[C:6]([C:5]2[CH:48]=[CH:49][C:2]([Cl:1])=[CH:3][CH:4]=2)=[CH:7][CH:8]=1)=[O:47])(=[O:53])[NH2:44]. Given the reactants [Cl:1][C:2]1[CH:49]=[CH:48][C:5]([C:6]2[C:11]([C:12]3[CH:21]=[CH:20][C:19]4[C:14](=[CH:15][CH:16]=[C:17]([C:22]5[N:26]([CH:27]6[CH2:32][CH2:31][CH2:30][CH2:29][CH2:28]6)[C:25]6[CH:33]=[CH:34][C:35]([C:37]([OH:39])=[O:38])=[CH:36][C:24]=6[N:23]=5)[CH:18]=4)[N:13]=3)=[CH:10][C:9]([C:40](=[O:47])[NH:41][CH2:42][CH2:43][N:44](C)C)=[CH:8][CH:7]=2)=[CH:4][CH:3]=1.NCC(N)=[O:53], predict the reaction product. (2) Given the reactants [NH2:1][CH2:2][C@H:3]([OH:15])[CH2:4][N:5]1[CH:10]([CH2:11][CH3:12])[CH2:9][CH2:8][CH2:7][CH:6]1[CH2:13][CH3:14].[C:16]1([S:26](Cl)(=[O:28])=[O:27])[C:25]2[C:20](=[CH:21][CH:22]=[CH:23][CH:24]=2)[CH:19]=[CH:18][CH:17]=1.C(N(CC)CC)C, predict the reaction product. The product is: [CH2:11]([CH:10]1[CH2:9][CH2:8][CH2:7][CH:6]([CH2:13][CH3:14])[N:5]1[CH2:4][C@@H:3]([OH:15])[CH2:2][NH:1][S:26]([C:16]1[C:25]2[C:20](=[CH:21][CH:22]=[CH:23][CH:24]=2)[CH:19]=[CH:18][CH:17]=1)(=[O:28])=[O:27])[CH3:12]. (3) Given the reactants [Si]([O:8][CH2:9][C:10]1([CH3:36])[S:16][CH2:15][CH2:14][N:13]2[C:17]([C:20]3([C:23]4[CH:28]=[CH:27][C:26]([C:29]5[CH:34]=[CH:33][C:32]([CH3:35])=[CH:31][CH:30]=5)=[CH:25][CH:24]=4)[CH2:22][CH2:21]3)=[N:18][N:19]=[C:12]2[CH2:11]1)(C(C)(C)C)(C)C.Cl, predict the reaction product. The product is: [CH3:36][C:10]1([CH2:9][OH:8])[S:16][CH2:15][CH2:14][N:13]2[C:17]([C:20]3([C:23]4[CH:28]=[CH:27][C:26]([C:29]5[CH:30]=[CH:31][C:32]([CH3:35])=[CH:33][CH:34]=5)=[CH:25][CH:24]=4)[CH2:22][CH2:21]3)=[N:18][N:19]=[C:12]2[CH2:11]1. (4) Given the reactants [Cl:1][C:2]1[N:3]=[N:4][C:5]([Cl:8])=[CH:6][CH:7]=1.[O:9]=[C:10]1[C:18]2[C:13](=[CH:14][CH:15]=[CH:16][CH:17]=2)[C:12](=[O:19])[N:11]1[CH:20]([CH2:24][CH3:25])C(O)=O.FC(F)(F)C(O)=O.N, predict the reaction product. The product is: [Cl:1][C:2]1[N:3]=[N:4][C:5]([Cl:8])=[CH:6][C:7]=1[CH:20]([N:11]1[C:12](=[O:19])[C:13]2[C:18](=[CH:17][CH:16]=[CH:15][CH:14]=2)[C:10]1=[O:9])[CH2:24][CH3:25]. (5) The product is: [CH3:25][O:1][CH:2]([C:16]1[CH:17]=[CH:18][CH:19]=[CH:20][CH:21]=1)[C:3]1[CH:4]=[CH:5][C:6]([C:7]([O:9][C:10]([CH3:13])([CH3:12])[CH3:11])=[O:8])=[CH:14][CH:15]=1. Given the reactants [OH:1][CH:2]([C:16]1[CH:21]=[CH:20][CH:19]=[CH:18][CH:17]=1)[C:3]1[CH:15]=[CH:14][C:6]([C:7]([O:9][C:10]([CH3:13])([CH3:12])[CH3:11])=[O:8])=[CH:5][CH:4]=1.[H-].[Na+].I[CH3:25], predict the reaction product. (6) Given the reactants [CH3:1][O:2][C:3]([C:5]1[N:6]([CH2:25][C:26]2[CH:31]=[CH:30][CH:29]=[CH:28][CH:27]=2)[C:7](=[O:24])[C:8]2[C:13]([C:14]=1OS(C(F)(F)F)(=O)=O)=[CH:12][C:11]([Cl:23])=[CH:10][CH:9]=2)=[O:4].[F:32][C:33]1[CH:38]=[C:37]([F:39])[CH:36]=[CH:35][C:34]=1B(O)O, predict the reaction product. The product is: [CH3:1][O:2][C:3]([C:5]1[N:6]([CH2:25][C:26]2[CH:27]=[CH:28][CH:29]=[CH:30][CH:31]=2)[C:7](=[O:24])[C:8]2[C:13]([C:14]=1[C:36]1[CH:35]=[CH:34][C:33]([F:32])=[CH:38][C:37]=1[F:39])=[CH:12][C:11]([Cl:23])=[CH:10][CH:9]=2)=[O:4]. (7) Given the reactants [CH3:1][CH:2]([CH3:34])[C@H:3]([NH:8][S:9]([C:12]1[CH:13]=[CH:14][C:15]2[C:19]3[CH:20]=[CH:21][C:22](B4OC(C)(C)C(C)(C)O4)=[CH:23][C:18]=3[O:17][C:16]=2[CH:33]=1)(=[O:11])=[O:10])[C:4]([O:6][CH3:7])=[O:5].Br[C:36]1[S:37][C:38]2[CH:44]=[CH:43][CH:42]=[CH:41][C:39]=2[N:40]=1.C([O-])([O-])=O.[K+].[K+].COCCOC, predict the reaction product. The product is: [S:37]1[C:38]2[CH:44]=[CH:43][CH:42]=[CH:41][C:39]=2[N:40]=[C:36]1[C:22]1[CH:21]=[CH:20][C:19]2[C:15]3[CH:14]=[CH:13][C:12]([S:9]([NH:8][C@@H:3]([CH:2]([CH3:1])[CH3:34])[C:4]([O:6][CH3:7])=[O:5])(=[O:11])=[O:10])=[CH:33][C:16]=3[O:17][C:18]=2[CH:23]=1. (8) Given the reactants [CH3:1][O:2][C:3]([C:5]1([C:8]2[CH:13]=[CH:12][C:11]([OH:14])=[C:10]([NH2:15])[CH:9]=2)[CH2:7][CH2:6]1)=[O:4].[CH:16](OC)(OC)OC, predict the reaction product. The product is: [CH3:1][O:2][C:3]([C:5]1([C:8]2[CH:13]=[CH:12][C:11]3[O:14][CH:16]=[N:15][C:10]=3[CH:9]=2)[CH2:7][CH2:6]1)=[O:4]. (9) Given the reactants [C:1]1([C:7]2[CH:12]=[C:11]([C:13]3[N:17]4[CH:18]=[CH:19][C:20]([C:22]5[CH2:23][CH2:24][NH:25][CH2:26][CH:27]=5)=[CH:21][C:16]4=[N:15][CH:14]=3)[CH:10]=[CH:9][N:8]=2)[CH:6]=[CH:5][CH:4]=[CH:3][CH:2]=1, predict the reaction product. The product is: [C:1]1([C:7]2[CH:12]=[C:11]([C:13]3[N:17]4[CH:18]=[CH:19][C:20]([CH:22]5[CH2:23][CH2:24][NH:25][CH2:26][CH2:27]5)=[CH:21][C:16]4=[N:15][CH:14]=3)[CH:10]=[CH:9][N:8]=2)[CH:6]=[CH:5][CH:4]=[CH:3][CH:2]=1.